Dataset: Experimentally validated miRNA-target interactions with 360,000+ pairs, plus equal number of negative samples. Task: Binary Classification. Given a miRNA mature sequence and a target amino acid sequence, predict their likelihood of interaction. (1) The miRNA is mmu-miR-1195 with sequence UGAGUUCGAGGCCAGCCUGCUCA. Result: 1 (interaction). The protein sequence of the target gene is MAAAEAEVVSPLIVDTAPDTSGTAEASVAASVAEAARTESQAPASKAALAAKLMSLSGVFAVHKPKGPTSAELLNRLKEKLLAEAGMPSPEWNKRQKQTLKVGHGGTLDSAAQGVLVVGIGRGTKMLTSMLSGSKRYITIGELGKATDTLDSTGKVTEEKPYDKITREDIEGILQKFTGNIMQVPPLYSALKKDGQRLSTLMKKGKVVEARPARPVTVHSISLLKFQPPFFTLDVECGGGFYIRSLVSDIGKELSSCASVLELTRTKQGPFTLAQHALPEDRWTIDDIEQSLERCTSLLP.... (2) The miRNA is hsa-miR-3611 with sequence UUGUGAAGAAAGAAAUUCUUA. The protein sequence of the target gene is MGDSDDEYDRRRRDKFRRERSDYDRSRERDERRRGDDWNDREWDRGRERRSRGEYRDYDRNRRERFSPPRHELSPPQKRMRRDWDEHSSDPYHSGYEMPYAGGGGGPTYGPPQPWGHPDVHIMQHHVLPIQARLGSIAEIDLGVPPPVMKTFKEFLLSLDDSVDETEAVKRYNDYKLDFRRQQMQDFFLAHKDEEWFRSKYHPDEVGKRRQEARGALQNRLRVFLSLMETGWFDNLLLDIDKADAIVKMLDAAVIKMEGGTENDLRILEQEEEEEQAGKPGEPSKKEEGRAGAGLGDGER.... Result: 0 (no interaction). (3) The miRNA is mmu-miR-3097-5p with sequence CACAGGUGGGAAGUGUGUGUCCA. The protein sequence of the target gene is MAGRGSLVSWRAFHGCDSAEELPRVSPRFLRAWHPPPVSARMPTRRWAPGTQCITKCEHTRPKPGELAFRKGDVVTILEACENKSWYRVKHHTSGQEGLLAAGALREREALSADPKLSLMPWFHGKISGQEAVQQLQPPEDGLFLVRESARHPGDYVLCVSFGRDVIHYRVLHRDGHLTIDEAVFFCNLMDMVEHYSKDKGAICTKLVRPKRKHGTKSAEEELARAGWLLNLQHLTLGAQIGEGEFGAVLQGEYLGQKVAVKNIKCDVTAQAFLDETAVMTKMQHENLVRLLGVILHQGL.... Result: 0 (no interaction). (4) The miRNA is hsa-miR-7-5p with sequence UGGAAGACUAGUGAUUUUGUUGUU. The protein sequence of the target gene is MAAAVAGMLRGGLLPQAGRLPTLQTVRYGSKAVTRHRRVMHFQRQKLMAVTEYIPPKPAIHPSCLPSPPSPPQEEIGLIRLLRREIAAVFQDNRMIAVCQNVALSAEDKLLMRHQLRKHKILMKVFPNQVLKPFLEDSKYQNLLPLFVGHNMLLVSEEPKVKEMVRILRTVPFLPLLGGCIDDTILSRQGFINYSKLPSLPLVQGELVGGLTCLTAQTHSLLQHQPLQLTTLLDQYIREQREKDSVMSANGKPDPDTVPDS. Result: 1 (interaction). (5) The miRNA is hsa-miR-6726-5p with sequence CGGGAGCUGGGGUCUGCAGGU. The protein sequence of the target gene is MSAPSEEEEYARLVMEAQPEWLRAEVKRLSHELAETTREKIQAAEYGLAVLEEKHQLKLQFEELEVDYEAIRSEMEQLKEAFGQAHTNHKKVAADGESREESLIQESASKEQYYVRKVLELQTELKQLRNVLTNTQSENERLASVAQELKEINQNVEIQRGRLRDDIKEYKFREARLLQDYSELEEENISLQKQVSVLRQNQVEFEGLKHEIKRLEEETEYLNSQLEDAIRLKEISERQLEEALETLKTEREQKNSLRKELSHYMSINDSFYTSHLHVSLDGLKFSDDAAEPNNDAEALV.... Result: 1 (interaction).